Dataset: Catalyst prediction with 721,799 reactions and 888 catalyst types from USPTO. Task: Predict which catalyst facilitates the given reaction. (1) Reactant: N#N.[C:3]1([SH:13])[C:12]2[C:7](=[CH:8][CH:9]=[CH:10][CH:11]=2)[CH:6]=[CH:5][CH:4]=1.[C:14]([O:18][CH3:19])(=[O:17])[CH:15]=[CH2:16]. Product: [C:3]1([S:13][CH2:16][CH2:15][C:14]([O:18][CH3:19])=[O:17])[C:12]2[C:7](=[CH:8][CH:9]=[CH:10][CH:11]=2)[CH:6]=[CH:5][CH:4]=1. The catalyst class is: 6. (2) Reactant: [Br:1][C:2]1[CH:7]=[CH:6][C:5]([O:8][CH3:9])=[CH:4][C:3]=1[O:10][CH3:11].[F:12][C:13]1[CH:18]=[CH:17][C:16]([CH2:19][C:20](Cl)=[O:21])=[CH:15][CH:14]=1.C(Cl)Cl.[Al+3].[Cl-].[Cl-].[Cl-]. Product: [Br:1][C:2]1[C:3]([O:10][CH3:11])=[CH:4][C:5]([O:8][CH3:9])=[C:6]([C:20](=[O:21])[CH2:19][C:16]2[CH:17]=[CH:18][C:13]([F:12])=[CH:14][CH:15]=2)[CH:7]=1. The catalyst class is: 6. (3) The catalyst class is: 22. Product: [ClH:3].[Cl:3][CH2:11][C:7]1[CH:6]=[N:5][CH:10]=[CH:9][CH:8]=1. Reactant: S(Cl)([Cl:3])=O.[N:5]1[CH:10]=[CH:9][CH:8]=[C:7]([CH2:11]O)[CH:6]=1. (4) Reactant: [Cl:1][C:2]1[CH:3]=[C:4]([N+:13]([O-])=O)[C:5]([CH3:12])=[C:6]([CH:11]=1)[C:7]([O:9][CH3:10])=[O:8].[Cl-].[NH4+]. The catalyst class is: 190. Product: [NH2:13][C:4]1[C:5]([CH3:12])=[C:6]([CH:11]=[C:2]([Cl:1])[CH:3]=1)[C:7]([O:9][CH3:10])=[O:8]. (5) Reactant: [NH2:1][CH2:2][C:3]1[CH:11]=[CH:10][C:6]([C:7]([OH:9])=[O:8])=[CH:5][CH:4]=1.[CH3:12][C:13]([O:16][C:17](O[C:17]([O:16][C:13]([CH3:15])([CH3:14])[CH3:12])=[O:18])=[O:18])([CH3:15])[CH3:14].C([O-])(O)=O.[Na+]. Product: [C:13]([O:16][C:17]([NH:1][CH2:2][C:3]1[CH:4]=[CH:5][C:6]([C:7]([OH:9])=[O:8])=[CH:10][CH:11]=1)=[O:18])([CH3:15])([CH3:14])[CH3:12]. The catalyst class is: 90.